This data is from Reaction yield outcomes from USPTO patents with 853,638 reactions. The task is: Predict the reaction yield, written as a fraction of the theoretical maximum amount of product (1.0 means a 100% yield; for example, 0.34 means a 34% yield). (1) The reactants are [OH:1][CH2:2][CH2:3][NH:4][C:5]1[C:14]2[C:9](=[CH:10][CH:11]=[CH:12][CH:13]=2)[N:8]=[CH:7][CH:6]=1.[H-].[Na+].C[N:18]([CH:20]=[O:21])[CH3:19]. The catalyst is C(OCC)(=O)C. The product is [N:8]1[C:9]2[C:14](=[CH:13][CH:12]=[CH:11][CH:10]=2)[C:5]([NH:4][CH2:3][CH2:2][O:1][C:13]2[CH:14]=[C:9]3[C:10]([CH:19]=[N:18][C:20](=[O:21])[NH:8]3)=[CH:11][CH:12]=2)=[CH:6][CH:7]=1. The yield is 0.540. (2) The yield is 0.780. The reactants are [OH:1][CH2:2][C@@H:3]1[NH:7][C:6](=[O:8])[CH2:5][CH2:4]1.CO[C:11](OC)([CH3:13])[CH3:12].C(=O)(O)[O-].[Na+]. The catalyst is O.C12(CS(O)(=O)=O)C(C)(C)C(CC1)CC2=O. The product is [CH3:12][C:11]1([CH3:13])[N:7]2[C:6](=[O:8])[CH2:5][CH2:4][C@@H:3]2[CH2:2][O:1]1. (3) The catalyst is C(Cl)Cl.CN(C=O)C. The product is [Cl:1][C:2]1[CH:3]=[CH:4][C:5]([C:6]([NH:22][C:21]2[CH:23]=[CH:24][C:18]([F:17])=[C:19]([N+:25]([O-:27])=[O:26])[CH:20]=2)=[O:8])=[CH:9][CH:10]=1. The reactants are [Cl:1][C:2]1[CH:10]=[CH:9][C:5]([C:6]([OH:8])=O)=[CH:4][CH:3]=1.C(Cl)(C(Cl)=O)=O.[F:17][C:18]1[CH:24]=[CH:23][C:21]([NH2:22])=[CH:20][C:19]=1[N+:25]([O-:27])=[O:26].CCN(C(C)C)C(C)C. The yield is 0.600. (4) The reactants are CS[C:3]1[N:4]=[CH:5][C:6]2[C:7](=[O:27])[N:8]([C:17]3[CH:18]=[CH:19][CH:20]=[C:21]4[C:26]=3[N:25]=[CH:24][CH:23]=[CH:22]4)[CH2:9][C@@H:10]3[CH2:16][CH2:15][CH2:14][N:11]3[C:12]=2[N:13]=1.C1C=C(Cl)C=C(C(OO)=O)C=1.C(Cl)(Cl)Cl.[CH3:43][NH2:44].C1COCC1. The catalyst is ClCCl. The product is [CH3:43][NH:44][C:3]1[N:4]=[CH:5][C:6]2[C:7](=[O:27])[N:8]([C:17]3[CH:18]=[CH:19][CH:20]=[C:21]4[C:26]=3[N:25]=[CH:24][CH:23]=[CH:22]4)[CH2:9][C@@H:10]3[CH2:16][CH2:15][CH2:14][N:11]3[C:12]=2[N:13]=1. The yield is 0.880.